Task: Predict the product of the given reaction.. Dataset: Forward reaction prediction with 1.9M reactions from USPTO patents (1976-2016) (1) Given the reactants [F:1][C:2]([F:31])([F:30])[CH2:3][NH:4][C:5]([C:7]1([CH2:20][CH2:21][CH2:22][CH2:23][N:24]2[CH2:29][CH2:28][NH:27][CH2:26][CH2:25]2)[C:19]2[CH:18]=[CH:17][CH:16]=[CH:15][C:14]=2[C:13]2[C:8]1=[CH:9][CH:10]=[CH:11][CH:12]=2)=[O:6].Cl[C:33]1[CH:42]=[CH:41][C:40]2[C:35](=[CH:36][CH:37]=[CH:38][C:39]=2[Cl:43])[N:34]=1, predict the reaction product. The product is: [F:31][C:2]([F:30])([F:1])[CH2:3][NH:4][C:5]([C:7]1([CH2:20][CH2:21][CH2:22][CH2:23][N:24]2[CH2:25][CH2:26][N:27]([C:33]3[CH:42]=[CH:41][C:40]4[C:35](=[CH:36][CH:37]=[CH:38][C:39]=4[Cl:43])[N:34]=3)[CH2:28][CH2:29]2)[C:8]2[CH:9]=[CH:10][CH:11]=[CH:12][C:13]=2[C:14]2[C:19]1=[CH:18][CH:17]=[CH:16][CH:15]=2)=[O:6]. (2) Given the reactants [NH:1]1[CH2:6][CH2:5][O:4][CH2:3][CH2:2]1.[C:7]1([C:17]2[CH:22]=[CH:21][CH:20]=[CH:19][CH:18]=2)[CH:12]=[CH:11][C:10]([C:13](=[O:16])[CH2:14]Br)=[CH:9][CH:8]=1, predict the reaction product. The product is: [C:7]1([C:17]2[CH:18]=[CH:19][CH:20]=[CH:21][CH:22]=2)[CH:8]=[CH:9][C:10]([C:13](=[O:16])[CH2:14][N:1]2[CH2:6][CH2:5][O:4][CH2:3][CH2:2]2)=[CH:11][CH:12]=1.